Task: Predict the product of the given reaction.. Dataset: Forward reaction prediction with 1.9M reactions from USPTO patents (1976-2016) (1) Given the reactants C(OC(=O)[NH:7][C@@H:8]1[CH2:10][C@H:9]1[C:11]1[CH:15]=[C:14]([C:16](=[O:24])[NH:17][CH:18]2[CH2:23][CH2:22][O:21][CH2:20][CH2:19]2)[S:13][C:12]=1[CH3:25])(C)(C)C.[ClH:27].C(OCC)(=O)C, predict the reaction product. The product is: [ClH:27].[NH2:7][C@@H:8]1[CH2:10][C@H:9]1[C:11]1[CH:15]=[C:14]([C:16]([NH:17][CH:18]2[CH2:23][CH2:22][O:21][CH2:20][CH2:19]2)=[O:24])[S:13][C:12]=1[CH3:25]. (2) Given the reactants Cl.C(OC([NH:9][CH:10]1[CH2:15][CH2:14][CH:13]([N:16]([C@@H:24]2[CH2:26][C@H:25]2[C:27]2[CH:32]=[CH:31][C:30]([CH:33]3[CH2:35][CH2:34]3)=[CH:29][CH:28]=2)C(=O)OC(C)(C)C)[CH2:12][CH2:11]1)=O)(C)(C)C, predict the reaction product. The product is: [CH:33]1([C:30]2[CH:29]=[CH:28][C:27]([C@@H:25]3[CH2:26][C@H:24]3[NH:16][CH:13]3[CH2:14][CH2:15][CH:10]([NH2:9])[CH2:11][CH2:12]3)=[CH:32][CH:31]=2)[CH2:35][CH2:34]1. (3) Given the reactants [C:1]([NH:8][C:9]1[CH:14]=[CH:13][C:12]([NH2:15])=[CH:11][CH:10]=1)([O:3][C:4]([CH3:7])([CH3:6])[CH3:5])=[O:2].II.O=[C:19]([CH:21]=[C:22]([CH3:24])[CH3:23])[CH3:20], predict the reaction product. The product is: [C:4]([O:3][C:1]([NH:8][C:9]1[CH:10]=[C:11]2[C:12](=[CH:13][CH:14]=1)[NH:15][C:22]([CH3:24])([CH3:23])[CH:21]=[C:19]2[CH3:20])=[O:2])([CH3:7])([CH3:6])[CH3:5]. (4) Given the reactants C([O:8][C:9]1[CH:17]=[C:16]([O:18]CC2C=CC=CC=2)[C:15]([CH:26]([CH3:28])[CH3:27])=CC=1C(O)=O)C1C=CC=CC=1.[OH:29]N1C2C=CC=CC=2N=N1.[NH2:39][N:40]1[CH2:45][CH2:44][CH2:43][CH2:42][CH2:41]1.Cl.C(N=C=N[CH2:52][CH2:53][CH2:54][N:55](C)C)C.C([N:60]([CH2:63]C)CC)C, predict the reaction product. The product is: [OH:8][C:9]1[CH:17]=[C:16]([OH:18])[C:15]([CH:26]([CH3:27])[CH3:28])=[CH:52][C:53]=1[C:54]1[N:39]([N:40]2[CH2:45][CH2:44][CH2:43][CH2:42][CH2:41]2)[C:63](=[O:29])[NH:60][N:55]=1. (5) The product is: [NH2:1][C:2]1[N:7]=[CH:6][N:5]=[C:4]2[N:8]([C@@H:21]3[CH2:25][CH2:24][N:23]([C:26](=[O:35])/[CH:27]=[CH:28]/[CH2:29][N:30]([CH:32]4[CH2:33][CH2:34]4)[CH3:31])[CH2:22]3)[N:9]=[C:10]([C:11]3[CH:20]=[CH:19][C:14]([C:15]([OH:17])=[O:16])=[CH:13][CH:12]=3)[C:3]=12. Given the reactants [NH2:1][C:2]1[N:7]=[CH:6][N:5]=[C:4]2[N:8]([C@@H:21]3[CH2:25][CH2:24][N:23]([C:26](=[O:35])/[CH:27]=[CH:28]/[CH2:29][N:30]([CH:32]4[CH2:34][CH2:33]4)[CH3:31])[CH2:22]3)[N:9]=[C:10]([C:11]3[CH:20]=[CH:19][C:14]([C:15]([O:17]C)=[O:16])=[CH:13][CH:12]=3)[C:3]=12.[OH-].[Na+], predict the reaction product.